Task: Predict the reaction yield, written as a fraction of the theoretical maximum amount of product (1.0 means a 100% yield; for example, 0.34 means a 34% yield).. Dataset: Reaction yield outcomes from USPTO patents with 853,638 reactions (1) The reactants are Br[C:2]1[CH:7]=[CH:6][C:5]([CH2:8][CH2:9][CH2:10][C:11]([OH:13])=[O:12])=[CH:4][CH:3]=1.[B:14]1([B:14]2[O:18][C:17]([CH3:20])([CH3:19])[C:16]([CH3:22])([CH3:21])[O:15]2)[O:18][C:17]([CH3:20])([CH3:19])[C:16]([CH3:22])([CH3:21])[O:15]1.C([O-])(=O)C.[K+]. The catalyst is C1C=CC(P(C2C=CC=CC=2)[C-]2C=CC=C2)=CC=1.C1C=CC(P(C2C=CC=CC=2)[C-]2C=CC=C2)=CC=1.Cl[Pd]Cl.[Fe+2].CS(C)=O. The product is [CH3:21][C:16]1([CH3:22])[C:17]([CH3:20])([CH3:19])[O:18][B:14]([C:2]2[CH:7]=[CH:6][C:5]([CH2:8][CH2:9][CH2:10][C:11]([OH:13])=[O:12])=[CH:4][CH:3]=2)[O:15]1. The yield is 0.560. (2) The reactants are [NH2:1][C:2]1[N:29]=[CH:28][C:27]([Br:30])=[CH:26][C:3]=1[C:4]([C:6]1[N:11]=[C:10]([N:12]2[CH2:18][CH2:17][CH2:16][N:15](C(OC(C)(C)C)=O)[CH2:14][CH2:13]2)[CH:9]=[CH:8][CH:7]=1)=[O:5].Cl. The catalyst is O1CCOCC1. The product is [N:12]1([C:10]2[N:11]=[C:6]([C:4]([C:3]3[C:2]([NH2:1])=[N:29][CH:28]=[C:27]([Br:30])[CH:26]=3)=[O:5])[CH:7]=[CH:8][CH:9]=2)[CH2:18][CH2:17][CH2:16][NH:15][CH2:14][CH2:13]1. The yield is 0.360. (3) The reactants are C(Cl)(=O)C(Cl)=O.[F:7][C:8]1([F:15])[CH2:11][CH:10]([C:12](O)=[O:13])[CH2:9]1.[CH3:16][N:17](C=O)[CH3:18].N(C)C. The catalyst is C(Cl)Cl.C1COCC1. The product is [F:7][C:8]1([F:15])[CH2:11][CH:10]([C:12]([N:17]([CH3:18])[CH3:16])=[O:13])[CH2:9]1. The yield is 0.770. (4) The reactants are [OH:1][C@H:2]1[C@@H:7]([CH2:8][C:9]2[CH:10]=[C:11]([CH:15]=[CH:16][CH:17]=2)[C:12]([NH2:14])=[O:13])[CH2:6][C@H:5]2[C@H:18]3[C@H:27]([CH2:28][CH2:29][C@:3]12[CH3:4])[C:26]1[C:21](=[CH:22][C:23]([CH2:30][CH2:31]I)=[CH:24][CH:25]=1)[CH2:20][CH2:19]3.CCCC[N+](CCCC)(CCCC)CCCC.[F-].O. The catalyst is O1CCOCC1. The product is [CH:30]([C:23]1[CH:22]=[C:21]2[C:26](=[CH:25][CH:24]=1)[C@@H:27]1[C@H:18]([C@H:5]3[C@@:3]([CH2:29][CH2:28]1)([CH3:4])[C@@H:2]([OH:1])[C@@H:7]([CH2:8][C:9]1[CH:10]=[C:11]([CH:15]=[CH:16][CH:17]=1)[C:12]([NH2:14])=[O:13])[CH2:6]3)[CH2:19][CH2:20]2)=[CH2:31]. The yield is 0.530.